This data is from Forward reaction prediction with 1.9M reactions from USPTO patents (1976-2016). The task is: Predict the product of the given reaction. (1) Given the reactants [C:1]([C:4]1[C:12]2[C:7](=[CH:8][C:9]([OH:13])=[CH:10][CH:11]=2)[N:6]([CH2:14][C:15]([O:17]C(C)(C)C)=[O:16])[CH:5]=1)(=[O:3])[CH3:2], predict the reaction product. The product is: [C:1]([C:4]1[C:12]2[C:7](=[CH:8][C:9]([OH:13])=[CH:10][CH:11]=2)[N:6]([CH2:14][C:15]([OH:17])=[O:16])[CH:5]=1)(=[O:3])[CH3:2]. (2) Given the reactants C(OC([NH:11][C@H:12]1[CH2:17][CH2:16][N:15]([C:18]2[CH:23]=[C:22]([C:24]([O:26][CH3:27])=[O:25])[CH:21]=[C:20]([CH3:28])[N:19]=2)[CH2:14][C@H:13]1[O:29][CH3:30])=O)C1C=CC=CC=1, predict the reaction product. The product is: [NH2:11][C@H:12]1[CH2:17][CH2:16][N:15]([C:18]2[CH:23]=[C:22]([C:24]([O:26][CH3:27])=[O:25])[CH:21]=[C:20]([CH3:28])[N:19]=2)[CH2:14][C@H:13]1[O:29][CH3:30].